From a dataset of CYP2C19 inhibition data for predicting drug metabolism from PubChem BioAssay. Regression/Classification. Given a drug SMILES string, predict its absorption, distribution, metabolism, or excretion properties. Task type varies by dataset: regression for continuous measurements (e.g., permeability, clearance, half-life) or binary classification for categorical outcomes (e.g., BBB penetration, CYP inhibition). Dataset: cyp2c19_veith. (1) The drug is CO[C@@H]1COC(=O)C/C=C\[C@H](C)COC(=O)[C@H](C)NC(=O)C/C=C\[C@H]1C. The result is 0 (non-inhibitor). (2) The molecule is O=C(O)c1cc(=O)c2ccccc2[nH]1. The result is 0 (non-inhibitor). (3) The molecule is COc1ccc2ccccc2c1/C=C\C(=O)c1ccccc1. The result is 1 (inhibitor). (4) The molecule is CCC[C@H](Sc1nc(N)nc2nc[nH]c12)C(=O)O. The result is 0 (non-inhibitor). (5) The molecule is COc1ccc(C(F)(F)F)cc1N/C=C\c1nnnn1-c1ccccc1. The result is 1 (inhibitor).